Dataset: Catalyst prediction with 721,799 reactions and 888 catalyst types from USPTO. Task: Predict which catalyst facilitates the given reaction. (1) Reactant: [NH2:1][O:2][CH2:3][CH2:4][OH:5].[F:6][C:7]1[CH:24]=[C:23]([CH3:25])[CH:22]=[CH:21][C:8]=1[NH:9][C:10]1[C:11]([C:18](O)=[O:19])=[CH:12][N:13]([CH3:17])[C:14](=[O:16])[CH:15]=1.C[N+]1(C2N=C(OC)N=C(OC)N=2)CCOCC1.[Cl-]. Product: [F:6][C:7]1[CH:24]=[C:23]([CH3:25])[CH:22]=[CH:21][C:8]=1[NH:9][C:10]1[C:11]([C:18]([NH:1][O:2][CH2:3][CH2:4][OH:5])=[O:19])=[CH:12][N:13]([CH3:17])[C:14](=[O:16])[CH:15]=1. The catalyst class is: 5. (2) Reactant: [CH:1]1([CH2:4][C:5]2([CH2:16][NH2:17])[CH2:10][CH2:9][N:8]([S:11]([CH2:14][CH3:15])(=[O:13])=[O:12])[CH2:7][CH2:6]2)[CH2:3][CH2:2]1.CCN(C(C)C)C(C)C.[Cl:27][C:28]1[CH:36]=[C:35]([Cl:37])[CH:34]=[CH:33][C:29]=1[C:30](Cl)=[O:31]. Product: [Cl:27][C:28]1[CH:36]=[C:35]([Cl:37])[CH:34]=[CH:33][C:29]=1[C:30]([NH:17][CH2:16][C:5]1([CH2:4][CH:1]2[CH2:2][CH2:3]2)[CH2:6][CH2:7][N:8]([S:11]([CH2:14][CH3:15])(=[O:13])=[O:12])[CH2:9][CH2:10]1)=[O:31]. The catalyst class is: 2. (3) Reactant: [CH:1]1([C:4]2[C:5]([N:24]([CH2:29][CH2:30][CH:31]([CH3:33])[CH3:32])[S:25]([CH3:28])(=[O:27])=[O:26])=[CH:6][C:7]3[O:11][C:10]([C:12]4[CH:17]=[CH:16][C:15]([F:18])=[CH:14][CH:13]=4)=[C:9]([C:19](=[N:21][OH:22])[NH2:20])[C:8]=3[CH:23]=2)[CH2:3][CH2:2]1.O.[CH:35](=O)[CH3:36]. Product: [CH:1]1([C:4]2[C:5]([N:24]([CH2:29][CH2:30][CH:31]([CH3:33])[CH3:32])[S:25]([CH3:28])(=[O:27])=[O:26])=[CH:6][C:7]3[O:11][C:10]([C:12]4[CH:13]=[CH:14][C:15]([F:18])=[CH:16][CH:17]=4)=[C:9]([C:19]4[NH:20][CH:35]([CH3:36])[O:22][N:21]=4)[C:8]=3[CH:23]=2)[CH2:2][CH2:3]1. The catalyst class is: 8. (4) Reactant: [C:1]([O:5][C:6]([N:8]1[CH2:13][CH2:12][NH:11][CH2:10][CH2:9]1)=[O:7])([CH3:4])([CH3:3])[CH3:2].[C:14](N1C=CN=C1)([N:16]1C=CN=C1)=[S:15]. Product: [C:1]([O:5][C:6]([N:8]1[CH2:13][CH2:12][N:11]([C:14](=[S:15])[NH2:16])[CH2:10][CH2:9]1)=[O:7])([CH3:4])([CH3:2])[CH3:3]. The catalyst class is: 7. (5) Reactant: Cl[C:2]1[N:7]=[C:6]([Cl:8])[N:5]=[C:4]2[N:9]([CH:12]3[CH2:17][CH2:16][CH2:15][CH2:14][O:13]3)[N:10]=[CH:11][C:3]=12.[CH3:18][Mg]Br. Product: [Cl:8][C:6]1[N:5]=[C:4]2[N:9]([CH:12]3[CH2:17][CH2:16][CH2:15][CH2:14][O:13]3)[N:10]=[CH:11][C:3]2=[C:2]([CH3:18])[N:7]=1. The catalyst class is: 1. (6) Reactant: [CH:1]1([N:6]2[CH2:11][CH2:10][N:9]([C:12]([C:14]3[CH:15]=[C:16]4[C:20](=[CH:21][CH:22]=3)[NH:19][C:18]([C:23]([N:25]3[CH2:30][CH2:29][S:28](=[O:32])(=[O:31])[CH2:27][CH2:26]3)=[O:24])=[CH:17]4)=[O:13])[CH2:8][CH2:7]2)[CH2:5][CH2:4]C[CH2:2]1.F[B-](F)(F)F.N1(OC(N(C)C)=[N+](C)C)C2C=CC=CC=2N=N1.C(N(CC)C(C)C)(C)C. Product: [CH:1]1([N:6]2[CH2:11][CH2:10][N:9]([C:12]([C:14]3[CH:15]=[C:16]4[C:20](=[CH:21][CH:22]=3)[NH:19][C:18]([C:23]([N:25]3[CH2:30][CH2:29][S:28](=[O:32])(=[O:31])[CH2:27][CH2:26]3)=[O:24])=[CH:17]4)=[O:13])[CH2:8][CH2:7]2)[CH2:5][CH2:4][CH2:2]1. The catalyst class is: 9.